This data is from Forward reaction prediction with 1.9M reactions from USPTO patents (1976-2016). The task is: Predict the product of the given reaction. (1) Given the reactants Cl[C:2]([O:4][C:5]1[CH:10]=[CH:9][CH:8]=[CH:7][CH:6]=1)=[O:3].[CH:11]1([S:16]([CH2:19][C:20]2[CH:25]=[C:24]([N:26]3[CH2:31][CH2:30][O:29][CH2:28][C@@H:27]3[CH3:32])[N:23]=[C:22]([C:33]3[CH:39]=[CH:38][C:36]([NH2:37])=[CH:35][CH:34]=3)[N:21]=2)(=[O:18])=[O:17])[CH2:15][CH2:14][CH2:13][CH2:12]1.C(=O)([O-])O.[Na+], predict the reaction product. The product is: [CH:11]1([S:16]([CH2:19][C:20]2[CH:25]=[C:24]([N:26]3[CH2:31][CH2:30][O:29][CH2:28][C@@H:27]3[CH3:32])[N:23]=[C:22]([C:33]3[CH:39]=[CH:38][C:36]([NH:37][C:2](=[O:3])[O:4][C:5]4[CH:10]=[CH:9][CH:8]=[CH:7][CH:6]=4)=[CH:35][CH:34]=3)[N:21]=2)(=[O:17])=[O:18])[CH2:12][CH2:13][CH2:14][CH2:15]1. (2) The product is: [CH3:13][NH:11][C:3]1[CH:2]=[N:1][C:10]2[C:5]([CH:4]=1)=[CH:6][CH:7]=[CH:8][CH:9]=2. Given the reactants [N:1]1[C:10]2[C:5](=[CH:6][CH:7]=[CH:8][CH:9]=2)[CH:4]=[C:3]([NH2:11])[CH:2]=1.F[C:13](F)(F)C(O)=O, predict the reaction product. (3) Given the reactants C([Si](C)(C)[O:6][CH:7]1[CH2:12][CH2:11][C:10]([CH:17]([NH:20]S(C(C)(C)C)=O)[CH2:18][CH3:19])([C:13]([F:16])([F:15])[F:14])[CH2:9][CH2:8]1)(C)(C)C.Cl.OP([O-])([O-])=O.[K+].[K+], predict the reaction product. The product is: [NH2:20][CH:17]([C:10]1([C:13]([F:14])([F:15])[F:16])[CH2:11][CH2:12][CH:7]([OH:6])[CH2:8][CH2:9]1)[CH2:18][CH3:19]. (4) Given the reactants CO[C:3](=[O:10])[C@@H:4]1[CH2:8][C@H:7]([OH:9])[CH2:6][NH:5]1.C([O-])([O-])=O.[K+].[K+].[Cl:17][C:18]1[CH:19]=[C:20]([N:25]=[C:26]=[O:27])[CH:21]=[C:22]([Cl:24])[CH:23]=1, predict the reaction product. The product is: [Cl:17][C:18]1[CH:19]=[C:20]([N:25]2[C:3](=[O:10])[C@@H:4]3[CH2:8][C@H:7]([OH:9])[CH2:6][N:5]3[C:26]2=[O:27])[CH:21]=[C:22]([Cl:24])[CH:23]=1. (5) Given the reactants [C:1]([C:3]1[C:4]([C:9]2[CH:14]=[CH:13][CH:12]=[CH:11][CH:10]=2)=[N:5][O:6][C:7]=1[CH3:8])#[CH:2].Br[C:16]1[C:21]([CH3:22])=[CH:20][CH:19]=[CH:18][N:17]=1, predict the reaction product. The product is: [CH3:22][C:21]1[C:16]([C:2]#[C:1][C:3]2[C:4]([C:9]3[CH:14]=[CH:13][CH:12]=[CH:11][CH:10]=3)=[N:5][O:6][C:7]=2[CH3:8])=[N:17][CH:18]=[CH:19][CH:20]=1. (6) Given the reactants [CH:1]1([C:4]2[CH:5]=[CH:6][C:7]([NH:14][C:15]3[CH:16]=[C:17]4[C:21](=[CH:22][CH:23]=3)[N:20]([CH2:24][C:25]3[CH:30]=[CH:29][C:28]([N:31]([CH3:33])[CH3:32])=[CH:27][CH:26]=3)[CH:19]=[CH:18]4)=[C:8]([CH:13]=2)[C:9]([O:11]C)=[O:10])[CH2:3][CH2:2]1.[OH-].[Na+].Cl.P([O-])([O-])(O)=O.[K+].[K+], predict the reaction product. The product is: [CH:1]1([C:4]2[CH:5]=[CH:6][C:7]([NH:14][C:15]3[CH:16]=[C:17]4[C:21](=[CH:22][CH:23]=3)[N:20]([CH2:24][C:25]3[CH:26]=[CH:27][C:28]([N:31]([CH3:33])[CH3:32])=[CH:29][CH:30]=3)[CH:19]=[CH:18]4)=[C:8]([CH:13]=2)[C:9]([OH:11])=[O:10])[CH2:3][CH2:2]1.